Dataset: Full USPTO retrosynthesis dataset with 1.9M reactions from patents (1976-2016). Task: Predict the reactants needed to synthesize the given product. (1) Given the product [CH3:31][O:30][C:24]1[C:23]2[CH:22]=[C:21]([C:18]3[N:16]4[N:17]=[C:12]([O:8][C@H:4]5[CH2:5][CH2:6][CH2:7][C@@H:3]5[NH2:2])[CH:13]=[CH:14][C:15]4=[N:20][CH:19]=3)[O:29][C:28]=2[CH:27]=[CH:26][N:25]=1, predict the reactants needed to synthesize it. The reactants are: Cl.[NH2:2][C@H:3]1[CH2:7][CH2:6][CH2:5][C@@H:4]1[OH:8].[H-].[Na+].Cl[C:12]1[CH:13]=[CH:14][C:15]2[N:16]([C:18]([C:21]3[O:29][C:28]4[CH:27]=[CH:26][N:25]=[C:24]([O:30][CH3:31])[C:23]=4[CH:22]=3)=[CH:19][N:20]=2)[N:17]=1. (2) Given the product [N:2]([C:3]1[CH:4]=[CH:5][C:6]([NH:9][C:10]2[C:19]3[C:14](=[CH:15][CH:16]=[CH:17][CH:18]=3)[N:13]=[C:12]3[N:20]([CH3:24])[N:21]=[C:22]([CH3:23])[C:11]=23)=[CH:7][CH:8]=1)=[N+:31]=[N-:32], predict the reactants needed to synthesize it. The reactants are: Cl.[NH2:2][C:3]1[CH:8]=[CH:7][C:6]([NH:9][C:10]2[C:19]3[C:14](=[CH:15][CH:16]=[CH:17][CH:18]=3)[N:13]=[C:12]3[N:20]([CH3:24])[N:21]=[C:22]([CH3:23])[C:11]=23)=[CH:5][CH:4]=1.CO.N([O-])=O.[Na+].[N-:31]=[N+:32]=[N-].[Na+].